Dataset: Forward reaction prediction with 1.9M reactions from USPTO patents (1976-2016). Task: Predict the product of the given reaction. Given the reactants [O-:1][CH2:2][CH3:3].[Na+].[NH2:5][C:6]1[N:10]([C:11]2[C:16]([Cl:17])=[CH:15][C:14]([C:18]([F:21])([F:20])[F:19])=[CH:13][C:12]=2[Cl:22])[N:9]=[C:8]([CH:23]=[N:24]O)[C:7]=1[S:26]([CH3:28])=[O:27].[CH2:29](O)C, predict the reaction product. The product is: [CH:2]([O:1][N:24]=[CH:23][C:8]1[C:7]([S:26]([CH3:28])=[O:27])=[C:6]([NH2:5])[N:10]([C:11]2[C:16]([Cl:17])=[CH:15][C:14]([C:18]([F:21])([F:20])[F:19])=[CH:13][C:12]=2[Cl:22])[N:9]=1)([CH3:29])[CH3:3].